From a dataset of Forward reaction prediction with 1.9M reactions from USPTO patents (1976-2016). Predict the product of the given reaction. Given the reactants C([O:8][C:9]1[CH:18]=[CH:17][CH:16]=[C:15]2[C:10]=1[CH2:11][CH2:12][CH2:13][CH:14]2[C:19]([N:21]([CH2:31][C:32]1[CH:33]=[N:34][N:35]([CH2:37][C:38](OCC)=[O:39])[CH:36]=1)[C:22]1[CH:27]=[CH:26][C:25]([CH:28]([CH3:30])[CH3:29])=[CH:24][CH:23]=1)=[O:20])C1C=CC=CC=1.[Cl-].[Li+].[BH4-].[Na+], predict the reaction product. The product is: [OH:8][C:9]1[CH:18]=[CH:17][CH:16]=[C:15]2[C:10]=1[CH2:11][CH2:12][CH2:13][CH:14]2[C:19]([N:21]([CH2:31][C:32]1[CH:33]=[N:34][N:35]([CH2:37][CH2:38][OH:39])[CH:36]=1)[C:22]1[CH:27]=[CH:26][C:25]([CH:28]([CH3:30])[CH3:29])=[CH:24][CH:23]=1)=[O:20].